This data is from Forward reaction prediction with 1.9M reactions from USPTO patents (1976-2016). The task is: Predict the product of the given reaction. (1) Given the reactants [NH2:1][C:2]1[S:3][C:4]2[C:10](=[O:11])[CH2:9][CH:8]([CH3:12])[CH2:7][C:5]=2[N:6]=1.[CH3:13][C:14](OC(C)=O)=[O:15], predict the reaction product. The product is: [CH3:12][CH:8]1[CH2:7][C:5]2[N:6]=[C:2]([NH:1][C:14](=[O:15])[CH3:13])[S:3][C:4]=2[C:10](=[O:11])[CH2:9]1. (2) Given the reactants [CH:1]1[CH:6]=[C:5]([CH:7]([CH:10]=O)[CH:8]=O)[N:4]=[CH:3][CH:2]=1.O.[NH2:13][NH2:14], predict the reaction product. The product is: [NH:13]1[CH:10]=[C:7]([C:5]2[CH:6]=[CH:1][CH:2]=[CH:3][N:4]=2)[CH:8]=[N:14]1. (3) Given the reactants [NH2:1][C:2]1[CH:3]=[CH:4][CH:5]=[C:6]2[C:11]=1[CH2:10][C@H:9]([OH:12])[CH2:8][CH2:7]2.N1C=CC=CC=1.Cl[C:20]([O:22][C:23]1[CH:28]=[CH:27][CH:26]=[CH:25][CH:24]=1)=[O:21].C(OC(=O)C)C, predict the reaction product. The product is: [C:23]1([O:22][C:20](=[O:21])[NH:1][C:2]2[C:11]3[CH2:10][C@H:9]([OH:12])[CH2:8][CH2:7][C:6]=3[CH:5]=[CH:4][CH:3]=2)[CH:28]=[CH:27][CH:26]=[CH:25][CH:24]=1. (4) Given the reactants B(Cl)(Cl)Cl.C([O:12][C:13]1[CH:18]=[CH:17][C:16]([C:19]2[N:23]([CH:24]3[CH2:29][CH2:28][CH2:27][CH2:26][CH2:25]3)[N:22]=[C:21]([C:30]#[C:31][C:32]([O:34][CH2:35][CH3:36])=[O:33])[CH:20]=2)=[CH:15][CH:14]=1)C1C=CC=CC=1, predict the reaction product. The product is: [CH:24]1([N:23]2[C:19]([C:16]3[CH:15]=[CH:14][C:13]([OH:12])=[CH:18][CH:17]=3)=[CH:20][C:21]([C:30]#[C:31][C:32]([O:34][CH2:35][CH3:36])=[O:33])=[N:22]2)[CH2:25][CH2:26][CH2:27][CH2:28][CH2:29]1. (5) Given the reactants [C:1]([O:5][C:6]([NH:8][C@H:9]1[CH2:14][NH:13][C@@H:12]([CH2:15][C:16]([O:18][CH2:19][CH3:20])=[O:17])[CH2:11][CH2:10]1)=[O:7])([CH3:4])([CH3:3])[CH3:2].C(N(CC)C(C)C)(C)C.[CH2:30](Br)[C:31]1[CH:36]=[CH:35][CH:34]=[CH:33][CH:32]=1, predict the reaction product. The product is: [CH2:30]([N:13]1[CH2:14][C@H:9]([NH:8][C:6]([O:5][C:1]([CH3:4])([CH3:3])[CH3:2])=[O:7])[CH2:10][CH2:11][C@@H:12]1[CH2:15][C:16]([O:18][CH2:19][CH3:20])=[O:17])[C:31]1[CH:36]=[CH:35][CH:34]=[CH:33][CH:32]=1.